This data is from Full USPTO retrosynthesis dataset with 1.9M reactions from patents (1976-2016). The task is: Predict the reactants needed to synthesize the given product. (1) Given the product [Br:1][C:2]1[CH:3]=[C:4]2[C:10]([C:32]3[CH:31]=[N:30][N:29]([CH2:28][C:27]4[CH:43]=[CH:44][C:24]([O:23][CH3:22])=[CH:25][CH:26]=4)[CH:33]=3)=[CH:9][N:8]([S:12]([C:15]3[CH:21]=[CH:20][C:18]([CH3:19])=[CH:17][CH:16]=3)(=[O:14])=[O:13])[C:5]2=[N:6][CH:7]=1, predict the reactants needed to synthesize it. The reactants are: [Br:1][C:2]1[CH:3]=[C:4]2[C:10](I)=[CH:9][N:8]([S:12]([C:15]3[CH:21]=[CH:20][C:18]([CH3:19])=[CH:17][CH:16]=3)(=[O:14])=[O:13])[C:5]2=[N:6][CH:7]=1.[CH3:22][O:23][C:24]1[CH:44]=[CH:43][C:27]([CH2:28][N:29]2[CH:33]=[C:32](B3OC(C)(C)C(C)(C)O3)[CH:31]=[N:30]2)=[CH:26][CH:25]=1.C(=O)([O-])[O-].[Na+].[Na+]. (2) Given the product [Cl:13][C:4]1[C:5]2[CH:9]=[CH:8][NH:7][C:6]=2[N:1]=[CH:2][N:3]=1, predict the reactants needed to synthesize it. The reactants are: [N:1]1[C:6]2[NH:7][CH:8]=[CH:9][C:5]=2[C:4](O)=[N:3][CH:2]=1.P(Cl)(Cl)([Cl:13])=O.Cl.[OH-].[Na+].C(=O)([O-])[O-].[K+].[K+]. (3) Given the product [OH:1][C:2]1[CH:3]=[CH:4][C:5]([S:13]([NH:14][C:15]2[CH:16]=[CH:17][C:18]3[CH2:22][O:21][B:20]([OH:23])[C:19]=3[CH:24]=2)(=[O:25])=[O:26])=[C:6]([CH2:7][OH:8])[CH:12]=1, predict the reactants needed to synthesize it. The reactants are: [OH:1][C:2]1[CH:3]=[CH:4][C:5]([S:13](=[O:26])(=[O:25])[NH:14][C:15]2[CH:16]=[CH:17][C:18]3[CH2:22][O:21][B:20]([OH:23])[C:19]=3[CH:24]=2)=[C:6]([CH:12]=1)[CH2:7][O:8]C(=O)C.Cl. (4) The reactants are: C(O[C:6](=[O:25])[CH2:7][C:8]1[C:13]([C:14]([F:17])([F:16])[F:15])=[CH:12][N:11]=[C:10]([N:18]2[CH2:23][CH2:22][N:21]([CH3:24])[CH2:20][CH2:19]2)[CH:9]=1)(C)(C)C.C(C1NC=CN=1)(C1[NH:29]C=CN=1)=O.N. Given the product [CH3:24][N:21]1[CH2:20][CH2:19][N:18]([C:10]2[CH:9]=[C:8]([CH2:7][C:6]([NH2:29])=[O:25])[C:13]([C:14]([F:16])([F:15])[F:17])=[CH:12][N:11]=2)[CH2:23][CH2:22]1, predict the reactants needed to synthesize it. (5) Given the product [CH2:21]([O:20][C:17]1[CH:18]=[CH:19][C:14]2[C:13]3[N:12]=[C:11]([C:28]4[CH:29]=[CH:30][C:31]([O:34][CH3:35])=[CH:32][CH:33]=4)[CH:10]=[C:5]([C:6]([O:8][CH3:9])=[O:7])[C:4]=3[NH:1][C:15]=2[CH:16]=1)[C:37]1[CH:42]=[CH:41][CH:40]=[CH:39][CH:38]=1, predict the reactants needed to synthesize it. The reactants are: [N:1]([C:4]1[C:13]([C:14]2[CH:19]=[CH:18][C:17]([O:20][CH2:21]C3C=CC=CC=3)=[CH:16][CH:15]=2)=[N:12][C:11]([C:28]2[CH:33]=[CH:32][C:31]([O:34][CH3:35])=[CH:30][CH:29]=2)=[CH:10][C:5]=1[C:6]([O:8][CH3:9])=[O:7])=[N+]=[N-].Cl[C:37]1[CH:42]=[CH:41][CH:40]=[CH:39][C:38]=1Cl.